Dataset: Full USPTO retrosynthesis dataset with 1.9M reactions from patents (1976-2016). Task: Predict the reactants needed to synthesize the given product. (1) Given the product [N+:6]([C:9]1[CH:14]=[CH:13][CH:12]=[CH:11][C:10]=1[CH2:15][CH:1]([CH:2]([CH3:4])[CH3:3])[OH:5])([O-:8])=[O:7], predict the reactants needed to synthesize it. The reactants are: [CH:1](=[O:5])[CH:2]([CH3:4])[CH3:3].[N+:6]([C:9]1[CH:14]=[CH:13][CH:12]=[CH:11][C:10]=1[CH3:15])([O-:8])=[O:7]. (2) Given the product [NH2:1][C:2]1[C:7]2[C:8]([C:11]3[CH:16]=[CH:15][C:14]([NH:17][C:18]([C:20]4[N:21]([CH3:29])[C:22]5[C:27]([CH:28]=4)=[CH:26][CH:25]=[CH:24][CH:23]=5)=[O:19])=[C:13]([O:30][CH3:31])[CH:12]=3)=[CH:9][S:10][C:6]=2[C:5]([C:32]2[O:33][C:34]([CH2:37][N:44]([CH2:43][CH2:42][CH2:41][N:40]([CH3:46])[CH3:39])[CH3:45])=[CH:35][CH:36]=2)=[CH:4][N:3]=1, predict the reactants needed to synthesize it. The reactants are: [NH2:1][C:2]1[C:7]2[C:8]([C:11]3[CH:16]=[CH:15][C:14]([NH:17][C:18]([C:20]4[N:21]([CH3:29])[C:22]5[C:27]([CH:28]=4)=[CH:26][CH:25]=[CH:24][CH:23]=5)=[O:19])=[C:13]([O:30][CH3:31])[CH:12]=3)=[CH:9][S:10][C:6]=2[C:5]([C:32]2[O:33][C:34]([CH:37]=O)=[CH:35][CH:36]=2)=[CH:4][N:3]=1.[CH3:39][N:40]([CH3:46])[CH2:41][CH2:42][CH2:43][NH:44][CH3:45]. (3) The reactants are: [Br:1][C:2]1[C:3]([OH:13])=[C:4]([C:10](=[O:12])[CH3:11])[C:5]([O:8][CH3:9])=[CH:6][CH:7]=1.[CH3:14][C:15]([Si:18](Cl)([CH3:20])[CH3:19])([CH3:17])[CH3:16]. Given the product [Br:1][C:2]1[C:3]([O:13][Si:18]([C:15]([CH3:17])([CH3:16])[CH3:14])([CH3:20])[CH3:19])=[C:4]([C:10](=[O:12])[CH3:11])[C:5]([O:8][CH3:9])=[CH:6][CH:7]=1, predict the reactants needed to synthesize it. (4) Given the product [F:11][C:12]1[CH:13]=[CH:14][C:15]([CH3:21])=[C:16]([CH:17]=[N:29][C:27]([O:36][Si:3]([CH3:5])([CH3:4])[CH3:2])=[CH2:28])[C:19]=1[F:20], predict the reactants needed to synthesize it. The reactants are: [Li+].[CH3:2][Si:3]([N-][Si:3]([CH3:5])([CH3:4])[CH3:2])([CH3:5])[CH3:4].[F:11][C:12]1[CH:13]=[CH:14][C:15]([CH3:21])=[C:16]([C:19]=1[F:20])[CH:17]=O.C[Si](Cl)(C)C.[CH2:27]([N:29](CC)CC)[CH3:28].C(Cl)(=[O:36])C. (5) Given the product [CH3:15][C:7]1[CH:6]=[C:5]([OH:4])[C:14]2[CH2:13][CH2:12][CH2:11][CH2:10][C:9]=2[CH:8]=1, predict the reactants needed to synthesize it. The reactants are: C([O:4][C:5]1[C:14]2[CH2:13][CH2:12][CH2:11][CH2:10][C:9]=2[CH:8]=[C:7]([CH3:15])[CH:6]=1)(=O)C.[OH-].[Na+].